Dataset: Catalyst prediction with 721,799 reactions and 888 catalyst types from USPTO. Task: Predict which catalyst facilitates the given reaction. (1) Reactant: [CH:1]([N:4]1[C:9]2=[N:10][C:11]([S:14][CH3:15])=[N:12][CH:13]=[C:8]2[CH2:7][N:6]([C:16]2[CH:17]=[C:18]([CH:21]=[C:22]([N+:24]([O-])=O)[CH:23]=2)[C:19]#[N:20])[C:5]1=[O:27])([CH3:3])[CH3:2].Cl. Product: [NH2:24][C:22]1[CH:21]=[C:18]([CH:17]=[C:16]([N:6]2[CH2:7][C:8]3[C:9](=[N:10][C:11]([S:14][CH3:15])=[N:12][CH:13]=3)[N:4]([CH:1]([CH3:2])[CH3:3])[C:5]2=[O:27])[CH:23]=1)[C:19]#[N:20]. The catalyst class is: 415. (2) Reactant: C[Sn](C)(C)[C:3]1[CH:4]=[N:5][CH:6]=[C:7]([CH2:9][CH2:10][C:11]([OH:13])=[O:12])[CH:8]=1.[C:16]([O:20][C:21]([N:23]1[CH2:28][CH2:27][C:26](=[C:29](Br)[C:30]2[CH:35]=[CH:34][CH:33]=[CH:32][CH:31]=2)[CH2:25][CH2:24]1)=[O:22])([CH3:19])([CH3:18])[CH3:17]. Product: [C:16]([O:20][C:21]([N:23]1[CH2:24][CH2:25][C:26](=[C:29]([C:30]2[CH:31]=[CH:32][CH:33]=[CH:34][CH:35]=2)[C:3]2[CH:4]=[N:5][CH:6]=[C:7]([CH2:9][CH2:10][C:11]([OH:13])=[O:12])[CH:8]=2)[CH2:27][CH2:28]1)=[O:22])([CH3:19])([CH3:17])[CH3:18]. The catalyst class is: 516. (3) Reactant: [N+:1]([C:4]1[CH:14]=[CH:13][C:7]([O:8][CH2:9][C:10]([OH:12])=O)=[CH:6][CH:5]=1)([O-:3])=[O:2].Cl.C([N:18](CC)[CH2:19][CH3:20])C.CC[N:25]=C=NCCCN(C)C.Cl.C(N(C(C)C)CC)(C)C. Product: [N+:1]([C:4]1[CH:5]=[CH:6][C:7]([O:8][CH2:9][C:10]2[O:12][N:25]=[C:19]([CH3:20])[N:18]=2)=[CH:13][CH:14]=1)([O-:3])=[O:2]. The catalyst class is: 1. (4) Product: [N+:8]([C:7]1[C:2]([C:50]2[CH:49]=[CH:40][CH:39]=[CH:38][CH:43]=2)=[CH:3][C:4]([NH:22][S:23]([C:26]2[CH:27]=[CH:28][C:29]([CH3:32])=[CH:30][CH:31]=2)(=[O:24])=[O:25])=[C:5]([NH:11][S:12]([C:15]2[CH:20]=[CH:19][C:18]([CH3:21])=[CH:17][CH:16]=2)(=[O:13])=[O:14])[CH:6]=1)([O-:10])=[O:9]. The catalyst class is: 518. Reactant: Cl[C:2]1[C:7]([N+:8]([O-:10])=[O:9])=[CH:6][C:5]([NH:11][S:12]([C:15]2[CH:20]=[CH:19][C:18]([CH3:21])=[CH:17][CH:16]=2)(=[O:14])=[O:13])=[C:4]([NH:22][S:23]([C:26]2[CH:31]=[CH:30][C:29]([CH3:32])=[CH:28][CH:27]=2)(=[O:25])=[O:24])[CH:3]=1.C([O-])(O)=O.[Na+].[C:38]1(B(O)O)[CH:43]=CC=[CH:40][CH:39]=1.CO[CH2:49][CH2:50]OC. (5) Reactant: [C:1]1([S:7]([CH2:9][Cl:10])=O)[CH:6]=[CH:5][CH:4]=[CH:3][CH:2]=1.[C:11]1([CH:17]([CH3:19])[CH3:18])[CH:16]=[CH:15][CH:14]=[CH:13][CH:12]=1.[F:20][C:21]([F:34])([F:33])[S:22]([O:25]S(C(F)(F)F)(=O)=O)(=[O:24])=[O:23]. Product: [O-:25][S:22]([C:21]([F:34])([F:33])[F:20])(=[O:24])=[O:23].[Cl:10][CH2:9][S+:7]([C:12]1[CH:13]=[CH:14][CH:15]=[CH:16][C:11]=1[CH:17]([CH3:19])[CH3:18])[C:1]1[CH:6]=[CH:5][CH:4]=[CH:3][CH:2]=1. The catalyst class is: 27. (6) The catalyst class is: 15. Reactant: [CH3:1][N:2]1[CH2:11][CH2:10][C:9]2([C:12]3[CH:17]=[CH:16][CH:15]=[C:14]([O:18]C)[CH:13]=3)[C:4]([CH3:20])([CH2:5][CH2:6][CH2:7][CH2:8]2)[CH2:3]1.Br.[OH-].[Na+]. Product: [CH3:1][N:2]1[CH2:11][CH2:10][C:9]2([C:12]3[CH:17]=[CH:16][CH:15]=[C:14]([OH:18])[CH:13]=3)[C:4]([CH3:20])([CH2:5][CH2:6][CH2:7][CH2:8]2)[CH2:3]1. (7) Reactant: [F:1][C:2]1[CH:3]=[C:4]([C:8](=O)[CH2:9][C:10]([O:12]CC)=O)[CH:5]=[CH:6][CH:7]=1.CC1C=CC(S(O)(=O)=O)=CC=1.[N:27]1[CH:32]=[CH:31][CH:30]=[CH:29][C:28]=1[C:33]1[CH:34]=[N:35][NH:36][C:37]=1[NH2:38]. Product: [F:1][C:2]1[CH:3]=[C:4]([C:8]2[NH:38][C:37]3[N:36]([N:35]=[CH:34][C:33]=3[C:28]3[CH:29]=[CH:30][CH:31]=[CH:32][N:27]=3)[C:10](=[O:12])[CH:9]=2)[CH:5]=[CH:6][CH:7]=1. The catalyst class is: 114. (8) Reactant: [Si]([O:8][CH2:9][C:10]1[N:11]([CH3:45])[C:12]2[CH:13]=[C:14]3[CH2:23][CH2:22][CH2:21][C:20]4[C:24]([OH:44])=[C:25]([C:40]([O:42][CH3:43])=[O:41])[C:26](=[O:39])[N:27]([CH2:28][C:29]5[CH:34]=[CH:33][C:32]([O:35][CH3:36])=[CH:31][C:30]=5[O:37][CH3:38])[C:19]=4[C:15]3=[CH:16][C:17]=2[CH:18]=1)(C(C)(C)C)(C)C.CCCC[N+](CCCC)(CCCC)CCCC.[F-]. The catalyst class is: 1. Product: [CH3:38][O:37][C:30]1[CH:31]=[C:32]([O:35][CH3:36])[CH:33]=[CH:34][C:29]=1[CH2:28][N:27]1[C:19]2[C:15]3=[CH:16][C:17]4[CH:18]=[C:10]([CH2:9][OH:8])[N:11]([CH3:45])[C:12]=4[CH:13]=[C:14]3[CH2:23][CH2:22][CH2:21][C:20]=2[C:24]([OH:44])=[C:25]([C:40]([O:42][CH3:43])=[O:41])[C:26]1=[O:39]. (9) Reactant: [Cl:1][C:2]1[C:7]([CH3:8])=[CH:6][C:5]([C:9](=[O:11])[CH3:10])=[C:4]([OH:12])[CH:3]=1.Cl[C:14]1[C:23]2[C:18](=[CH:19][C:20]([O:26][CH3:27])=[C:21]([O:24][CH3:25])[CH:22]=2)[N:17]=[CH:16][CH:15]=1.O. Product: [Cl:1][C:2]1[C:7]([CH3:8])=[CH:6][C:5]([C:9](=[O:11])[CH3:10])=[C:4]([O:12][C:14]2[C:23]3[C:18](=[CH:19][C:20]([O:26][CH3:27])=[C:21]([O:24][CH3:25])[CH:22]=3)[N:17]=[CH:16][CH:15]=2)[CH:3]=1. The catalyst class is: 420. (10) Reactant: [CH3:1][O:2][C:3]1[C:8]([C:9]2[C:22]3[C:17](=[CH:18][C:19]([O:25][CH2:26][CH3:27])=[C:20]([O:23][CH3:24])[CH:21]=3)[CH:16]3[CH:11]([CH2:12][CH2:13][CH:14]([O:28]C(=O)C)[CH2:15]3)[N:10]=2)=[CH:7][CH:6]=[C:5]([O:32][CH3:33])[N:4]=1.CO.C(=O)([O-])[O-].[Cs+].[Cs+]. Product: [CH3:1][O:2][C:3]1[C:8]([C:9]2[C:22]3[C:17](=[CH:18][C:19]([O:25][CH2:26][CH3:27])=[C:20]([O:23][CH3:24])[CH:21]=3)[CH:16]3[CH:11]([CH2:12][CH2:13][CH:14]([OH:28])[CH2:15]3)[N:10]=2)=[CH:7][CH:6]=[C:5]([O:32][CH3:33])[N:4]=1. The catalyst class is: 4.